Dataset: Forward reaction prediction with 1.9M reactions from USPTO patents (1976-2016). Task: Predict the product of the given reaction. (1) Given the reactants [Br:1][C:2]1[N:3]=[C:4]([CH2:7][NH:8][CH:9]2[CH2:11][CH2:10]2)[S:5][CH:6]=1.C(N(CC)CC)C.[C:19](Cl)(=[O:21])[CH3:20].C(=O)([O-])O.[Na+], predict the reaction product. The product is: [Br:1][C:2]1[N:3]=[C:4]([CH2:7][N:8]([CH:9]2[CH2:10][CH2:11]2)[C:19](=[O:21])[CH3:20])[S:5][CH:6]=1. (2) Given the reactants [CH:1]1([NH:4][C:5](=[O:32])[CH2:6][N:7]2[C:16]3[C:11](=[N:12][CH:13]=[C:14]([CH2:17][C:18]4[CH:23]=[CH:22][C:21]([F:24])=[CH:20][CH:19]=4)[CH:15]=3)[C:10]([OH:25])=[C:9]([C:26]([O:28]CC)=O)[C:8]2=[O:31])[CH2:3][CH2:2]1.[CH:33]1([NH2:37])[CH2:36][CH2:35][CH2:34]1, predict the reaction product. The product is: [CH:33]1([NH:37][C:26]([C:9]2[C:8](=[O:31])[N:7]([CH2:6][C:5]([NH:4][CH:1]3[CH2:2][CH2:3]3)=[O:32])[C:16]3[C:11]([C:10]=2[OH:25])=[N:12][CH:13]=[C:14]([CH2:17][C:18]2[CH:23]=[CH:22][C:21]([F:24])=[CH:20][CH:19]=2)[CH:15]=3)=[O:28])[CH2:36][CH2:35][CH2:34]1. (3) The product is: [Br:1][C:2]1[CH:3]=[C:4]2[CH:9]=[CH:10][NH:8][C:5]2=[N:6][CH:7]=1. Given the reactants [Br:1][C:2]1[CH:3]=[C:4]([C:9]#[C:10][Si](C)(C)C)[C:5]([NH2:8])=[N:6][CH:7]=1.CC([O-])(C)C.[K+].CCOC(C)=O.Cl, predict the reaction product. (4) The product is: [C:1]1(/[CH:7]=[CH:8]\[C:9]([OH:11])=[O:10])[CH:6]=[CH:5][CH:4]=[CH:3][CH:2]=1. Given the reactants [C:1]1(/[CH:7]=[CH:8]\[C:9]([O:11]C)=[O:10])[CH:6]=[CH:5][CH:4]=[CH:3][CH:2]=1.[OH-].[Li+].Cl, predict the reaction product. (5) Given the reactants [NH2:1][C:2]1[CH:7]=[CH:6][C:5]([C:8]2[CH:9]=[N:10][C:11]3[N:12]([N:15]=[CH:16][C:17]=3[C:18]3[CH:23]=[CH:22][C:21]([N:24]4[CH2:29][CH2:28][N:27]([CH3:30])[CH2:26][CH2:25]4)=[CH:20][CH:19]=3)[C:13]=2[NH2:14])=[CH:4][CH:3]=1.Cl[C:32]([O:34][CH2:35][CH:36]([CH3:38])[CH3:37])=[O:33].C(OCC)(=O)C.C([O-])(O)=O.[Na+], predict the reaction product. The product is: [CH2:35]([O:34][C:32](=[O:33])[NH:1][C:2]1[CH:7]=[CH:6][C:5]([C:8]2[CH:9]=[N:10][C:11]3[N:12]([N:15]=[CH:16][C:17]=3[C:18]3[CH:19]=[CH:20][C:21]([N:24]4[CH2:25][CH2:26][N:27]([CH3:30])[CH2:28][CH2:29]4)=[CH:22][CH:23]=3)[C:13]=2[NH2:14])=[CH:4][CH:3]=1)[CH:36]([CH3:38])[CH3:37].